The task is: Predict the reaction yield, written as a fraction of the theoretical maximum amount of product (1.0 means a 100% yield; for example, 0.34 means a 34% yield).. This data is from Reaction yield outcomes from USPTO patents with 853,638 reactions. (1) The reactants are C[O:2][C:3](=[O:31])[CH:4]=[C:5]([C:7]1[CH:8]=[C:9]2[C:13](=[CH:14][CH:15]=1)[NH:12][CH:11]=[C:10]2[C:16]1[CH:21]=[C:20]([CH:22]([CH3:24])[CH3:23])[CH:19]=[C:18]([CH:25]([CH3:27])[CH3:26])[C:17]=1[O:28][CH2:29][CH3:30])[CH3:6].[OH-].[Na+]. The catalyst is CO.O1CCOCC1.Cl.O. The product is [CH2:29]([O:28][C:17]1[C:18]([CH:25]([CH3:27])[CH3:26])=[CH:19][C:20]([CH:22]([CH3:23])[CH3:24])=[CH:21][C:16]=1[C:10]1[C:9]2[C:13](=[CH:14][CH:15]=[C:7]([C:5]([CH3:6])=[CH:4][C:3]([OH:31])=[O:2])[CH:8]=2)[NH:12][CH:11]=1)[CH3:30]. The yield is 0.620. (2) The reactants are C([O:8][C:9]1[C:10](=[O:22])[CH:11]=[C:12]([CH:19]([F:21])[F:20])[N:13]([CH2:15][CH:16]2[CH2:18][CH2:17]2)[CH:14]=1)C1C=CC=CC=1.[H][H]. The catalyst is CO.[Pd]. The product is [CH:16]1([CH2:15][N:13]2[CH:14]=[C:9]([OH:8])[C:10](=[O:22])[CH:11]=[C:12]2[CH:19]([F:21])[F:20])[CH2:17][CH2:18]1. The yield is 0.830. (3) The yield is 0.527. The catalyst is CCO. The reactants are O.[NH2:2][NH2:3].[CH2:4]([O:6][C:7](=[O:22])[C:8](=O)[CH2:9][C:10](=O)[CH2:11][CH2:12][C:13]1[CH:18]=[CH:17][C:16]([Cl:19])=[CH:15][CH:14]=1)[CH3:5]. The product is [CH2:4]([O:6][C:7]([C:8]1[CH:9]=[C:10]([CH2:11][CH2:12][C:13]2[CH:18]=[CH:17][C:16]([Cl:19])=[CH:15][CH:14]=2)[NH:3][N:2]=1)=[O:22])[CH3:5]. (4) The reactants are [F:1][C:2]1([F:33])[O:6][C:5]2[CH:7]=[CH:8][C:9]([C:11]3([C:14]([NH:16][C@H:17]4[CH2:22][CH2:21][O:20][C@@H:19]([C:23]5[CH:24]=[C:25]([CH:30]=[CH:31][CH:32]=5)[C:26](OC)=[O:27])[CH2:18]4)=[O:15])[CH2:13][CH2:12]3)=[CH:10][C:4]=2[O:3]1.[BH4-].[Na+]. The catalyst is O1CCCC1.CO. The product is [F:33][C:2]1([F:1])[O:6][C:5]2[CH:7]=[CH:8][C:9]([C:11]3([C:14]([NH:16][C@H:17]4[CH2:22][CH2:21][O:20][C@@H:19]([C:23]5[CH:32]=[CH:31][CH:30]=[C:25]([CH2:26][OH:27])[CH:24]=5)[CH2:18]4)=[O:15])[CH2:13][CH2:12]3)=[CH:10][C:4]=2[O:3]1. The yield is 0.288. (5) The reactants are [CH3:1][C:2]1[CH:7]=[CH:6][C:5]([S:8]([NH:11][C:12](=[O:44])[O:13][CH2:14][CH2:15][C:16]2[CH:21]=[CH:20][C:19]([NH:22][C:23]3[CH:28]=[C:27]([Cl:29])[C:26]([C:30]([F:33])([F:32])[F:31])=[CH:25][C:24]=3[NH:34][C:35]([C:37]3[CH:41]=[C:40]([CH3:42])[N:39]([CH3:43])[N:38]=3)=O)=[CH:18][CH:17]=2)(=[O:10])=[O:9])=[CH:4][CH:3]=1.Cl. The catalyst is [OH-].[Na+].C(O)C.O. The product is [CH3:1][C:2]1[CH:7]=[CH:6][C:5]([S:8]([NH:11][C:12](=[O:44])[O:13][CH2:14][CH2:15][C:16]2[CH:21]=[CH:20][C:19]([N:22]3[C:23]4[CH:28]=[C:27]([Cl:29])[C:26]([C:30]([F:32])([F:31])[F:33])=[CH:25][C:24]=4[N:34]=[C:35]3[C:37]3[CH:41]=[C:40]([CH3:42])[N:39]([CH3:43])[N:38]=3)=[CH:18][CH:17]=2)(=[O:10])=[O:9])=[CH:4][CH:3]=1. The yield is 0.210. (6) The catalyst is C(OCC)(=O)C. The product is [OH:28][CH2:25][C:26]#[C:27][C:2]1[C:13]2[C:5](=[CH:6][C:7]([C:16]3[CH:21]=[CH:20][CH:19]=[CH:18][C:17]=3[O:22][CH3:23])=[C:8]3[C:12]=2[C:11](=[O:14])[NH:10][C:9]3=[O:15])[N:4]([CH3:24])[CH:3]=1. The reactants are Br[C:2]1[C:13]2[C:5](=[CH:6][C:7]([C:16]3[CH:21]=[CH:20][CH:19]=[CH:18][C:17]=3[O:22][CH3:23])=[C:8]3[C:12]=2[C:11](=[O:14])[NH:10][C:9]3=[O:15])[N:4]([CH3:24])[CH:3]=1.[CH2:25]([OH:28])[C:26]#[CH:27].C([O-])([O-])=O.[K+].[K+]. The yield is 0.270. (7) The reactants are [H-].[Na+].[CH3:3][C:4]1[C:9]([C:10]2[CH:15]=[CH:14][CH:13]=[CH:12][CH:11]=2)=[C:8]([CH3:16])[CH:7]=[C:6]([CH3:17])[C:5]=1[C:18]1[C:19]([OH:24])=[CH:20][CH:21]=[CH:22][CH:23]=1.[P:25](Cl)([C:30]([CH3:33])([CH3:32])[CH3:31])[C:26]([CH3:29])([CH3:28])[CH3:27]. The catalyst is C1COCC1. The product is [C:26]([P:25]([C:30]([CH3:33])([CH3:32])[CH3:31])[O:24][C:19]1[CH:20]=[CH:21][CH:22]=[CH:23][C:18]=1[C:5]1[C:6]([CH3:17])=[CH:7][C:8]([CH3:16])=[C:9]([C:10]2[CH:15]=[CH:14][CH:13]=[CH:12][CH:11]=2)[C:4]=1[CH3:3])([CH3:29])([CH3:28])[CH3:27]. The yield is 0.800. (8) The yield is 0.620. The product is [CH2:93]([O:100][C:101]1[CH:102]=[C:103]([CH:106]=[CH:107][CH:108]=1)[CH2:104][NH:105][C:8](=[O:10])[CH2:7][C:4]1[CH:3]=[CH:2][C:1]([C:11]2[CH:16]=[CH:15][CH:14]=[CH:13][CH:12]=2)=[CH:6][CH:5]=1)[C:94]1[CH:95]=[CH:96][CH:97]=[CH:98][CH:99]=1. The reactants are [C:1]1([C:11]2[CH:16]=[CH:15][CH:14]=[CH:13][CH:12]=2)[CH:6]=[CH:5][C:4]([CH2:7][C:8]([OH:10])=O)=[CH:3][CH:2]=1.C(N(C(C)C)CC)(C)C.F[P-](F)(F)(F)(F)F.N1C2C=CC=C(O[P+](N3CCCC3)(N3CCCC3)N3CCCC3)C=2N=N1.C1CN([P+](ON2N=NC3C=CC=CC2=3)(N2CCCC2)N2CCCC2)CC1.F[P-](F)(F)(F)(F)F.Cl.[CH2:93]([O:100][C:101]1[CH:102]=[C:103]([CH:106]=[CH:107][CH:108]=1)[CH2:104][NH2:105])[C:94]1[CH:99]=[CH:98][CH:97]=[CH:96][CH:95]=1.Cl. The catalyst is CN(C)C=O.O.